From a dataset of Full USPTO retrosynthesis dataset with 1.9M reactions from patents (1976-2016). Predict the reactants needed to synthesize the given product. (1) The reactants are: [CH3:1][C:2]1([CH3:44])[N:6]([CH2:7][CH2:8][CH2:9][CH2:10][CH2:11][CH2:12][CH2:13][CH2:14][CH2:15][S:16]([CH2:19][CH2:20][CH2:21][C:22]([F:28])([F:27])[C:23]([F:26])([F:25])[F:24])(=[O:18])=[O:17])[C:5](=[O:29])[N:4]([C:30]2[CH:35]=[CH:34][C:33]([N+:36]([O-])=O)=[C:32]([C:39](F)(F)F)[CH:31]=2)[C:3]1=[O:43].CC1(C)C(=O)N(C2C=CC([NH:58][S:59](N)(=[O:61])=[O:60])=C(C)C=2)C(=O)N1CCCCCCCCCS(CCCC(F)(F)C(F)(F)F)=O. Given the product [CH3:44][C:2]1([CH3:1])[C:3](=[O:43])[N:4]([C:30]2[CH:35]=[CH:34][C:33]([NH:36][S:59]([NH2:58])(=[O:61])=[O:60])=[C:32]([CH3:39])[CH:31]=2)[C:5](=[O:29])[N:6]1[CH2:7][CH2:8][CH2:9][CH2:10][CH2:11][CH2:12][CH2:13][CH2:14][CH2:15][S:16]([CH2:19][CH2:20][CH2:21][C:22]([F:28])([F:27])[C:23]([F:26])([F:24])[F:25])(=[O:18])=[O:17], predict the reactants needed to synthesize it. (2) Given the product [CH2:1]([O:3][C:4](=[O:6])[CH2:5][O:20][C:19]1[CH:25]=[CH:26][C:16]([S:15][C:10]2[CH:11]=[C:12]([OH:14])[CH:13]=[C:8]([C:36]#[C:35][C:32]3[CH:33]=[CH:34][C:29]([Cl:28])=[CH:30][CH:31]=3)[CH:9]=2)=[CH:17][C:18]=1[Cl:27])[CH3:2], predict the reactants needed to synthesize it. The reactants are: [CH2:1]([O:3][C:4](=[O:6])[CH3:5])[CH3:2].Br[C:8]1[CH:9]=[C:10]([S:15][C:16]2[CH:26]=[CH:25][C:19]([O:20]CC(O)=O)=[C:18]([Cl:27])[CH:17]=2)[CH:11]=[C:12]([OH:14])[CH:13]=1.[Cl:28][C:29]1[CH:34]=[CH:33][C:32]([C:35]#[CH:36])=[CH:31][CH:30]=1. (3) Given the product [NH:23]1[C:22]2[CH:32]=[CH:33][C:19]([CH:17]([N:16]([CH3:34])[C:12]3[N:11]=[C:10]([NH:9][C:6]4[CH:5]=[C:4]([CH:1]5[CH2:3][CH2:2]5)[NH:8][N:7]=4)[CH:15]=[CH:14][N:13]=3)[CH3:18])=[CH:20][C:21]=2[N:25]=[CH:24]1, predict the reactants needed to synthesize it. The reactants are: [CH:1]1([C:4]2[NH:8][N:7]=[C:6]([NH:9][C:10]3[CH:15]=[CH:14][N:13]=[C:12]([N:16]([CH3:34])[CH:17]([C:19]4[CH:33]=[CH:32][C:22]5[N:23](C6CCCCO6)[CH:24]=[N:25][C:21]=5[CH:20]=4)[CH3:18])[N:11]=3)[CH:5]=2)[CH2:3][CH2:2]1.CC1C=CC(S(O)(=O)=O)=CC=1.O. (4) Given the product [Cl:15][C:16]1[C:24]([Cl:25])=[CH:23][CH:22]=[CH:21][C:17]=1[C:18]([NH:14][CH2:13][CH2:12][C:2]12[CH2:9][CH:8]3[CH2:7][CH:6]([CH2:5][CH:4]([CH2:10]3)[CH2:3]1)[CH2:11]2)=[O:19], predict the reactants needed to synthesize it. The reactants are: Cl.[C:2]12([CH2:12][CH2:13][NH2:14])[CH2:11][CH:6]3[CH2:7][CH:8]([CH2:10][CH:4]([CH2:5]3)[CH2:3]1)[CH2:9]2.[Cl:15][C:16]1[C:24]([Cl:25])=[CH:23][CH:22]=[CH:21][C:17]=1[C:18](Cl)=[O:19]. (5) Given the product [C:1]([O:5][C:6]([N:8]1[CH2:13][CH2:12][CH:11]([N:14]2[C:18]3=[N:19][CH:20]=[N:21][C:22]([O:31][C:27]4[CH:28]=[N:29][CH:30]=[C:25]([Cl:24])[CH:26]=4)=[C:17]3[CH:16]=[N:15]2)[CH2:10][CH2:9]1)=[O:7])([CH3:3])([CH3:4])[CH3:2], predict the reactants needed to synthesize it. The reactants are: [C:1]([O:5][C:6]([N:8]1[CH2:13][CH2:12][CH:11]([N:14]2[C:18]3=[N:19][CH:20]=[N:21][C:22](Cl)=[C:17]3[CH:16]=[N:15]2)[CH2:10][CH2:9]1)=[O:7])([CH3:4])([CH3:3])[CH3:2].[Cl:24][C:25]1[CH:26]=[C:27]([OH:31])[CH:28]=[N:29][CH:30]=1.C(=O)([O-])[O-].[K+].[K+].